Dataset: TCR-epitope binding with 47,182 pairs between 192 epitopes and 23,139 TCRs. Task: Binary Classification. Given a T-cell receptor sequence (or CDR3 region) and an epitope sequence, predict whether binding occurs between them. (1) The epitope is RLDKVEAEV. The TCR CDR3 sequence is CASTDTQYF. Result: 0 (the TCR does not bind to the epitope). (2) The epitope is VLQAVGACV. The TCR CDR3 sequence is CASSPPPGAVETQYF. Result: 0 (the TCR does not bind to the epitope).